From a dataset of M1 muscarinic receptor antagonist screen with 61,756 compounds. Binary Classification. Given a drug SMILES string, predict its activity (active/inactive) in a high-throughput screening assay against a specified biological target. (1) The result is 0 (inactive). The compound is Clc1c(Cn2c3c(oc2=O)cccc3)cccc1. (2) The compound is s1c2ncnc(N3C(CCCC3)C)c2c(c1C(O)=O)C. The result is 0 (inactive). (3) The drug is O=C(Nc1cc2OCOc2cc1)C(N1CCCCC1)c1ccccc1. The result is 1 (active).